Dataset: Forward reaction prediction with 1.9M reactions from USPTO patents (1976-2016). Task: Predict the product of the given reaction. (1) The product is: [OH:9][C@H:8]1[CH2:7][C:6](=[CH2:4])[C@H:12]([OH:13])[CH2:11][C:10]1=[CH2:14]. Given the reactants CCO[C:4]([CH:6]1[C:12](=[O:13])[CH2:11][CH:10]([C:14](OCC)=O)[C:8](=[O:9])[CH2:7]1)=O.[H-].[H-].[H-].[H-].[Li+].[Al+3], predict the reaction product. (2) Given the reactants [F:1][C:2]1[CH:3]=[CH:4][CH:5]=[C:6]2[C:10]=1[CH:9]([CH2:11][CH2:12][C:13](NC1C=CC(C(O)=O)=CN=1)=[O:14])[N:8]([CH2:25][C:26]1[CH:31]=[CH:30][C:29]([F:32])=[CH:28][CH:27]=1)[C:7]2=[O:33].[NH2:34][C:35]1[N:36]=[N:37][C:38]([Cl:41])=[CH:39][CH:40]=1, predict the reaction product. The product is: [Cl:41][C:38]1[N:37]=[N:36][C:35]([NH:34][C:13](=[O:14])[CH2:12][CH2:11][CH:9]2[C:10]3[C:6](=[CH:5][CH:4]=[CH:3][C:2]=3[F:1])[C:7](=[O:33])[N:8]2[CH2:25][C:26]2[CH:27]=[CH:28][C:29]([F:32])=[CH:30][CH:31]=2)=[CH:40][CH:39]=1. (3) Given the reactants [H-].[Na+].[Br:3][C:4]1[CH:5]=[C:6]2[C:10](=[CH:11][CH:12]=1)[NH:9][CH:8]=[CH:7]2.[C:13]([C:17]1[CH:24]=[CH:23][C:20]([CH2:21]Br)=[CH:19][CH:18]=1)([CH3:16])([CH3:15])[CH3:14], predict the reaction product. The product is: [Br:3][C:4]1[CH:5]=[C:6]2[C:10](=[CH:11][CH:12]=1)[N:9]([CH2:21][C:20]1[CH:23]=[CH:24][C:17]([C:13]([CH3:16])([CH3:15])[CH3:14])=[CH:18][CH:19]=1)[CH:8]=[CH:7]2. (4) Given the reactants [CH2:1]([O:8][C:9]([NH:11][C@@H:12]1[CH2:24][C:23]2[C:22]3[C:17](=[CH:18][CH:19]=[C:20]([F:25])[CH:21]=3)[N:16]([CH2:26][C:27]([O:29][CH2:30][CH3:31])=[O:28])[C:15]=2[CH2:14][CH2:13]1)=[O:10])[C:2]1[CH:7]=[CH:6][CH:5]=[CH:4][CH:3]=1.CC(O)=O, predict the reaction product. The product is: [CH2:1]([O:8][C:9]([NH:11][CH:12]1[CH2:24][C:23]2[C:22]3[C:17](=[CH:18][CH:19]=[C:20]([F:25])[CH:21]=3)[N:16]([CH2:26][C:27]([O:29][CH2:30][CH3:31])=[O:28])[C:15]=2[CH2:14][CH2:13]1)=[O:10])[C:2]1[CH:3]=[CH:4][CH:5]=[CH:6][CH:7]=1. (5) Given the reactants [C:1]1([CH2:7][CH2:8][CH2:9][CH2:10][N:11]2[C:19](=[O:20])[C:18]3[C:13](=[CH:14][CH:15]=[CH:16][CH:17]=3)[C:12]2=[O:21])[CH:6]=[CH:5][CH:4]=[CH:3][CH:2]=1.[Cl:22][S:23](O)(=[O:25])=[O:24], predict the reaction product. The product is: [O:21]=[C:12]1[C:13]2[C:18](=[CH:17][CH:16]=[CH:15][CH:14]=2)[C:19](=[O:20])[N:11]1[CH2:10][CH2:9][CH2:8][CH2:7][C:1]1[CH:6]=[CH:5][C:4]([S:23]([Cl:22])(=[O:25])=[O:24])=[CH:3][CH:2]=1. (6) Given the reactants [NH2:1][C:2]1[CH:3]=[C:4]([CH:29]=[CH:30][CH:31]=1)[C:5]([NH:7][CH2:8][C:9]1[C:10]([NH:22][CH:23]2[CH2:28][CH2:27][O:26][CH2:25][CH2:24]2)=[C:11]2[CH:19]=[N:18][N:17]([CH2:20][CH3:21])[C:12]2=[N:13][C:14]=1[CH2:15][CH3:16])=[O:6].C(N(CC)CC)C.[Br:39][CH2:40][CH2:41][CH2:42][CH2:43][CH2:44][CH2:45][CH2:46][C:47](Cl)=[O:48].O, predict the reaction product. The product is: [Br:39][CH2:40][CH2:41][CH2:42][CH2:43][CH2:44][CH2:45][CH2:46][C:47]([NH:1][C:2]1[CH:3]=[C:4]([CH:29]=[CH:30][CH:31]=1)[C:5]([NH:7][CH2:8][C:9]1[C:10]([NH:22][CH:23]2[CH2:28][CH2:27][O:26][CH2:25][CH2:24]2)=[C:11]2[CH:19]=[N:18][N:17]([CH2:20][CH3:21])[C:12]2=[N:13][C:14]=1[CH2:15][CH3:16])=[O:6])=[O:48]. (7) Given the reactants [F:1][C:2]1[CH:3]=[C:4]([CH:7]=[C:8]([F:12])[C:9]=1[CH:10]=[O:11])[C:5]#[N:6].P([O-])(O)(O)=[O:14].[K+].Cl([O-])=O.[Na+], predict the reaction product. The product is: [C:5]([C:4]1[CH:3]=[C:2]([F:1])[C:9]([C:10]([OH:14])=[O:11])=[C:8]([F:12])[CH:7]=1)#[N:6]. (8) Given the reactants [CH3:1][O:2][C:3](=[O:19])[CH:4]([C:9](=[O:18])[C:10]1[CH:15]=[CH:14][C:13]([Br:16])=[C:12]([F:17])[CH:11]=1)/[C:5](=[N:7]/C)/[CH3:6].Cl.NO, predict the reaction product. The product is: [CH3:1][O:2][C:3]([C:4]1[C:5]([CH3:6])=[N:7][O:18][C:9]=1[C:10]1[CH:15]=[CH:14][C:13]([Br:16])=[C:12]([F:17])[CH:11]=1)=[O:19]. (9) Given the reactants Br[C:2]1[CH:3]=[C:4]([F:24])[C:5]2[O:9][C:8]([CH:10]3[CH2:15][CH2:14][N:13]([C:16]([O:18][C:19]([CH3:22])([CH3:21])[CH3:20])=[O:17])[CH2:12][CH2:11]3)=[N:7][C:6]=2[CH:23]=1.[F:25][C:26]1[CH:31]=[C:30]([S:32]([CH3:35])(=[O:34])=[O:33])[CH:29]=[CH:28][C:27]=1B1OC(C)(C)C(C)(C)O1, predict the reaction product. The product is: [F:24][C:4]1[C:5]2[O:9][C:8]([CH:10]3[CH2:15][CH2:14][N:13]([C:16]([O:18][C:19]([CH3:22])([CH3:21])[CH3:20])=[O:17])[CH2:12][CH2:11]3)=[N:7][C:6]=2[CH:23]=[C:2]([C:27]2[CH:28]=[CH:29][C:30]([S:32]([CH3:35])(=[O:34])=[O:33])=[CH:31][C:26]=2[F:25])[CH:3]=1. (10) Given the reactants [CH2:1]([CH:3]([C:6]1[C:10]([CH2:11][CH2:12][CH2:13][OH:14])=[CH:9][N:8]([C:15]2[N:16]=[N:17][C:18]([C:21]([F:24])([F:23])[F:22])=[CH:19][CH:20]=2)[N:7]=1)[CH2:4][CH3:5])[CH3:2].O[C:26]1[C:31]([CH3:32])=[CH:30][CH:29]=[CH:28][C:27]=1[CH2:33][C:34]([O:36]C)=[O:35].C(P(CCCC)CCCC)CCC.N(C(N1CCCCC1)=O)=NC(N1CCCCC1)=O, predict the reaction product. The product is: [CH2:1]([CH:3]([C:6]1[C:10]([CH2:11][CH2:12][CH2:13][O:14][C:26]2[C:31]([CH3:32])=[CH:30][CH:29]=[CH:28][C:27]=2[CH2:33][C:34]([OH:36])=[O:35])=[CH:9][N:8]([C:15]2[N:16]=[N:17][C:18]([C:21]([F:22])([F:24])[F:23])=[CH:19][CH:20]=2)[N:7]=1)[CH2:4][CH3:5])[CH3:2].